From a dataset of Catalyst prediction with 721,799 reactions and 888 catalyst types from USPTO. Predict which catalyst facilitates the given reaction. (1) The catalyst class is: 2. Reactant: C(OC(=O)[NH:7][C:8]1[CH:13]=[C:12](C(F)(F)F)[C:11](C)=[CH:10][C:9]=1[NH:19][C:20](=[O:36])[CH2:21][C:22](=O)[C:23]1[CH:28]=[CH:27][CH:26]=[C:25]([C:29]2[CH:34]=[N:33][CH:32]=[CH:31][N:30]=2)[CH:24]=1)(C)(C)C.[C:38](O)([C:40]([F:43])([F:42])[F:41])=O. Product: [CH3:12][C:11]1[C:38]([C:40]([F:43])([F:42])[F:41])=[CH:13][C:8]2[N:7]=[C:22]([C:23]3[CH:28]=[CH:27][CH:26]=[C:25]([C:29]4[CH:34]=[N:33][CH:32]=[CH:31][N:30]=4)[CH:24]=3)[CH2:21][C:20](=[O:36])[NH:19][C:9]=2[CH:10]=1. (2) Reactant: [H-].[H-].[H-].[H-].[Li+].[Al+3].C[O:8][C:9](=O)[C:10]1[CH:15]=[C:14]([C:16]#[N:17])[CH:13]=[CH:12][C:11]=1[CH2:18][N:19]([CH2:30][C:31]1[C:36]([CH3:37])=[CH:35][CH:34]=[CH:33][N:32]=1)[CH:20]1[C:29]2[N:28]=[CH:27][CH:26]=[CH:25][C:24]=2[CH2:23][CH2:22][CH2:21]1.C(C(C(C([O-])=O)O)O)([O-])=O.[K+].[Na+]. Product: [NH2:17][CH2:16][C:14]1[CH:13]=[CH:12][C:11]([CH2:18][N:19]([CH2:30][C:31]2[C:36]([CH3:37])=[CH:35][CH:34]=[CH:33][N:32]=2)[CH:20]2[C:29]3[N:28]=[CH:27][CH:26]=[CH:25][C:24]=3[CH2:23][CH2:22][CH2:21]2)=[C:10]([CH2:9][OH:8])[CH:15]=1. The catalyst class is: 1. (3) Reactant: [Cl:1][C:2]1[CH:7]=[C:6]([O:8][C:9]2[CH:14]=[CH:13][C:12]([Cl:15])=[CH:11][CH:10]=2)[CH:5]=[CH:4][C:3]=1[C:16]([OH:26])([CH:23]([CH3:25])[CH3:24])[CH2:17][N:18]1[CH:22]=[N:21][CH:20]=[N:19]1.[H-].[Na+].[CH2:29](I)[CH3:30].[Cl-].[NH4+]. Product: [Cl:1][C:2]1[CH:7]=[C:6]([O:8][C:9]2[CH:10]=[CH:11][C:12]([Cl:15])=[CH:13][CH:14]=2)[CH:5]=[CH:4][C:3]=1[C:16]([O:26][CH2:29][CH3:30])([CH:23]([CH3:24])[CH3:25])[CH2:17][N:18]1[CH:22]=[N:21][CH:20]=[N:19]1. The catalyst class is: 1. (4) Reactant: C[O:2][C:3]1[CH:12]=[C:11]([O:13]C)[CH:10]=[C:9]2[C:4]=1[C:5](=[O:23])[N:6]([C:15]1[CH:20]=[CH:19][C:18]([O:21]C)=[CH:17][CH:16]=1)[CH:7]=[N:8]2.C([S-])C.[Na+]. Product: [OH:2][C:3]1[CH:12]=[C:11]([OH:13])[CH:10]=[C:9]2[C:4]=1[C:5](=[O:23])[N:6]([C:15]1[CH:16]=[CH:17][C:18]([OH:21])=[CH:19][CH:20]=1)[CH:7]=[N:8]2. The catalyst class is: 3. (5) Reactant: [BH4-].[Na+].[CH:3]1([CH2:8][CH2:9][CH2:10][C:11](=[O:13])[CH3:12])[CH2:7][CH2:6][CH2:5][CH2:4]1.O. Product: [CH:3]1([CH2:8][CH2:9][CH2:10][CH:11]([OH:13])[CH3:12])[CH2:7][CH2:6][CH2:5][CH2:4]1. The catalyst class is: 5. (6) Reactant: [NH2:1][C:2]1[N:3]([CH3:22])[C:4](=[O:21])[C@@H:5]2[CH2:10][O:9][CH2:8][C@:6]2([C:11]2[CH:16]=[C:15]([N+:17]([O-:19])=[O:18])[CH:14]=[CH:13][C:12]=2[F:20])[N:7]=1.[C:23](O[C:23]([O:25][C:26]([CH3:29])([CH3:28])[CH3:27])=[O:24])([O:25][C:26]([CH3:29])([CH3:28])[CH3:27])=[O:24].C(N(CC)CC)C. Product: [F:20][C:12]1[CH:13]=[CH:14][C:15]([N+:17]([O-:19])=[O:18])=[CH:16][C:11]=1[C@:6]12[CH2:8][O:9][CH2:10][C@H:5]1[C:4](=[O:21])[N:3]([CH3:22])[C:2]([NH:1][C:23](=[O:24])[O:25][C:26]([CH3:29])([CH3:28])[CH3:27])=[N:7]2. The catalyst class is: 630. (7) Reactant: [CH3:1][O:2][CH2:3][CH2:4][C:5]([C:12]1[S:13][C:14]2[CH:21]=[C:20]([C:22]([F:25])([F:24])[F:23])[CH:19]=[CH:18][C:15]=2[C:16]=1[CH3:17])=[CH:6][C:7]([O:9][CH2:10][CH3:11])=[O:8]. Product: [CH3:1][O:2][CH2:3][CH2:4][CH:5]([C:12]1[S:13][C:14]2[CH:21]=[C:20]([C:22]([F:23])([F:25])[F:24])[CH:19]=[CH:18][C:15]=2[C:16]=1[CH3:17])[CH2:6][C:7]([O:9][CH2:10][CH3:11])=[O:8]. The catalyst class is: 99.